Predict the product of the given reaction. From a dataset of Forward reaction prediction with 1.9M reactions from USPTO patents (1976-2016). (1) The product is: [C:16]1([NH:22][C:23]([NH:11][C:9]2[S:10][C:6]3[CH:5]=[C:4]([O:3][C:2]([F:1])([F:14])[F:15])[CH:13]=[CH:12][C:7]=3[N:8]=2)=[S:24])[CH:21]=[CH:20][CH:19]=[CH:18][CH:17]=1. Given the reactants [F:1][C:2]([F:15])([F:14])[O:3][C:4]1[CH:13]=[CH:12][C:7]2[N:8]=[C:9]([NH2:11])[S:10][C:6]=2[CH:5]=1.[C:16]1([N:22]=[C:23]=[S:24])[CH:21]=[CH:20][CH:19]=[CH:18][CH:17]=1, predict the reaction product. (2) Given the reactants [CH:1]1([C@H:6]2[C:32](=[O:33])[N:31]3[CH2:34][C@@H:28]([CH2:29][C@H:30]3[C:35]([O-:37])=[O:36])[O:27][C:26]3[C:17](=[N:18][C:19]4[C:24]([CH:25]=3)=[CH:23][CH:22]=[CH:21][CH:20]=4)[CH:16]=[CH:15][CH2:14][CH2:13][CH2:12][C@@H:11]3[CH2:38][CH2:39][CH2:40][C@H:10]3[O:9][C:8](=[O:41])[NH:7]2)[CH2:5][CH2:4][CH2:3][CH2:2]1.[CH3:42]O, predict the reaction product. The product is: [CH3:42][O:36][C:35]([C@@H:30]1[CH2:29][C@@H:28]2[CH2:34][N:31]1[C:32](=[O:33])[C@H:6]([CH:1]1[CH2:2][CH2:3][CH2:4][CH2:5]1)[NH:7][C:8](=[O:41])[O:9][C@@H:10]1[CH2:40][CH2:39][CH2:38][C@H:11]1[CH2:12][CH2:13][CH2:14][CH2:15][CH2:16][C:17]1[C:26]([O:27]2)=[CH:25][C:24]2[C:19](=[CH:20][CH:21]=[CH:22][CH:23]=2)[N:18]=1)=[O:37]. (3) Given the reactants Cl[C:2]1[CH:3]=[C:4]([N:19]([CH2:26][C:27]2[CH:32]=[CH:31][C:30]([O:33][CH3:34])=[CH:29][CH:28]=2)[C:20]2[CH:25]=[CH:24][CH:23]=[CH:22][CH:21]=2)[C:5]2[N:6]([C:8]([CH:11]=[CH:12][C:13]3[CH:18]=[CH:17][N:16]=[CH:15][CH:14]=3)=[CH:9][N:10]=2)[N:7]=1.C(N1CCCC(NC2C=C(N(CC3C=CC(OC)=CC=3)C3C=CC=CC=3)C3N(C(C#N)=CN=3)N=2)C1)C1C=CC=CC=1.CC(C)([O-])C.[Na+].[C@H:82]1([NH2:89])[CH2:87][CH2:86][C@H:85]([NH2:88])[CH2:84][CH2:83]1, predict the reaction product. The product is: [NH2:88][C@H:85]1[CH2:86][CH2:87][C@H:82]([NH:89][C:2]2[CH:3]=[C:4]([N:19]([CH2:26][C:27]3[CH:32]=[CH:31][C:30]([O:33][CH3:34])=[CH:29][CH:28]=3)[C:20]3[CH:25]=[CH:24][CH:23]=[CH:22][CH:21]=3)[C:5]3[N:6]([C:8]([CH:11]=[CH:12][C:13]4[CH:18]=[CH:17][N:16]=[CH:15][CH:14]=4)=[CH:9][N:10]=3)[N:7]=2)[CH2:83][CH2:84]1. (4) Given the reactants CN(C)CCO.[Li]CCCC.[Cl:12][C:13]1[CH:18]=[CH:17][N:16]=[CH:15][C:14]=1[CH:19]1[CH2:21][CH2:20]1.[C:22](=[O:24])=[O:23], predict the reaction product. The product is: [Cl:12][C:13]1[C:14]([CH:19]2[CH2:21][CH2:20]2)=[CH:15][N:16]=[C:17]([C:22]([OH:24])=[O:23])[CH:18]=1. (5) Given the reactants [CH3:1][CH:2]([CH3:21])[CH2:3][NH:4][C:5]1[C:14]2[C:9](=[CH:10][CH:11]=[CH:12][CH:13]=2)[N:8]2[N:15]=[N:16][N:17]=[C:7]2[C:6]=1[N+:18]([O-])=O, predict the reaction product. The product is: [CH3:1][CH:2]([CH3:21])[CH2:3][NH:4][C:5]1[C:14]2[C:9](=[CH:10][CH:11]=[CH:12][CH:13]=2)[N:8]2[N:15]=[N:16][N:17]=[C:7]2[C:6]=1[NH2:18]. (6) The product is: [CH:8]([C:7]1[CH:10]=[CH:11][C:4]([C:1]([Cl:20])=[O:2])=[CH:5][CH:6]=1)=[O:9]. Given the reactants [C:1]([C:4]1[CH:11]=[CH:10][C:7]([CH:8]=[O:9])=[CH:6][CH:5]=1)(O)=[O:2].O1CCCC1.C(Cl)(=O)C([Cl:20])=O, predict the reaction product. (7) Given the reactants Br[C:2]1[CH:3]=[CH:4][C:5]2[N:6]([C:21]3[CH:26]=[CH:25][C:24]([CH3:27])=[CH:23][CH:22]=3)[C:7]3[C:12]([C:13]=2[CH:14]=1)=[CH:11][C:10]([C:15]1[CH:20]=[CH:19][CH:18]=[CH:17][CH:16]=1)=[CH:9][CH:8]=3.[CH3:28][O:29][C:30]1[CH:35]=[CH:34][C:33](B(O)O)=[CH:32][CH:31]=1.C1(C)C=CC=CC=1, predict the reaction product. The product is: [C:15]1([C:10]2[CH:9]=[CH:8][C:7]3[N:6]([C:21]4[CH:22]=[CH:23][C:24]([CH3:27])=[CH:25][CH:26]=4)[C:5]4[C:13]([C:12]=3[CH:11]=2)=[CH:14][C:2]([C:33]2[CH:34]=[CH:35][C:30]([O:29][CH3:28])=[CH:31][CH:32]=2)=[CH:3][CH:4]=4)[CH:20]=[CH:19][CH:18]=[CH:17][CH:16]=1. (8) Given the reactants [S:1]([C:5]1[CH:6]=[C:7]([NH:11][C:12]2[N:21]=[CH:20][C:19]3[C:14](=[C:15]4[CH:24]=[C:23]([C:25]([OH:27])=O)[S:22][C:16]4=[CH:17][CH:18]=3)[N:13]=2)[CH:8]=[CH:9][CH:10]=1)(=[O:4])(=[O:3])[NH2:2].ON1C2N=CC=CC=2N=N1.C(N(CC)C(C)C)(C)C.[C:47]([NH:54][CH2:55][CH2:56][NH2:57])([O:49][C:50]([CH3:53])([CH3:52])[CH3:51])=[O:48].C(Cl)CCl, predict the reaction product. The product is: [C:50]([O:49][C:47](=[O:48])[NH:54][CH2:55][CH2:56][NH:57][C:25]([C:23]1[S:22][C:16]2=[CH:17][CH:18]=[C:19]3[C:14]([N:13]=[C:12]([NH:11][C:7]4[CH:8]=[CH:9][CH:10]=[C:5]([S:1](=[O:3])(=[O:4])[NH2:2])[CH:6]=4)[N:21]=[CH:20]3)=[C:15]2[CH:24]=1)=[O:27])([CH3:53])([CH3:51])[CH3:52].